Task: Predict the reactants needed to synthesize the given product.. Dataset: Full USPTO retrosynthesis dataset with 1.9M reactions from patents (1976-2016) (1) Given the product [CH3:1][O:2][C:3]([C@H:5]1[CH2:6][CH2:7][C@@H:8]([C:11]([NH:21][CH2:14][C:15]2[CH:20]=[CH:19][CH:18]=[CH:17][CH:16]=2)=[O:13])[CH2:9][CH2:10]1)=[O:4], predict the reactants needed to synthesize it. The reactants are: [CH3:1][O:2][C:3]([C@@H:5]1[CH2:10][CH2:9][C@H:8]([C:11]([OH:13])=O)[CH2:7][CH2:6]1)=[O:4].[CH2:14]([NH2:21])[C:15]1[CH:20]=[CH:19][CH:18]=[CH:17][CH:16]=1.CCN=C=NCCCN(C)C.C1C=CC2N(O)N=NC=2C=1.O. (2) The reactants are: Cl[C:2]1[N:7]=[C:6]([N:8]2[CH2:13][CH2:12][CH:11]([CH3:14])[CH2:10][CH2:9]2)[CH:5]=[CH:4][N:3]=1.[NH2:15][C:16]1[NH:17][N:18]=[C:19]([CH3:21])[CH:20]=1.C(=O)([O-])[O-].[K+].[K+]. Given the product [CH3:14][CH:11]1[CH2:12][CH2:13][N:8]([C:6]2[CH:5]=[CH:4][N:3]=[C:2]([NH:15][C:16]3[NH:17][N:18]=[C:19]([CH3:21])[CH:20]=3)[N:7]=2)[CH2:9][CH2:10]1, predict the reactants needed to synthesize it.